From a dataset of NCI-60 drug combinations with 297,098 pairs across 59 cell lines. Regression. Given two drug SMILES strings and cell line genomic features, predict the synergy score measuring deviation from expected non-interaction effect. (1) Drug 1: CC1=C(C(=CC=C1)Cl)NC(=O)C2=CN=C(S2)NC3=CC(=NC(=N3)C)N4CCN(CC4)CCO. Drug 2: CC1C(C(CC(O1)OC2CC(CC3=C2C(=C4C(=C3O)C(=O)C5=CC=CC=C5C4=O)O)(C(=O)C)O)N)O. Cell line: UO-31. Synergy scores: CSS=68.6, Synergy_ZIP=13.5, Synergy_Bliss=15.0, Synergy_Loewe=15.9, Synergy_HSA=17.0. (2) Synergy scores: CSS=21.7, Synergy_ZIP=-8.41, Synergy_Bliss=1.51, Synergy_Loewe=-25.5, Synergy_HSA=-1.32. Cell line: SN12C. Drug 2: CC1=C(C(=O)C2=C(C1=O)N3CC4C(C3(C2COC(=O)N)OC)N4)N. Drug 1: C1=NNC2=C1C(=O)NC=N2. (3) Drug 1: C1CN1P(=S)(N2CC2)N3CC3. Drug 2: C1CN(CCN1C(=O)CCBr)C(=O)CCBr. Cell line: IGROV1. Synergy scores: CSS=13.2, Synergy_ZIP=-4.59, Synergy_Bliss=-1.40, Synergy_Loewe=-0.817, Synergy_HSA=0.393. (4) Drug 1: C1=NC2=C(N1)C(=S)N=C(N2)N. Drug 2: CC1C(C(CC(O1)OC2CC(OC(C2O)C)OC3=CC4=CC5=C(C(=O)C(C(C5)C(C(=O)C(C(C)O)O)OC)OC6CC(C(C(O6)C)O)OC7CC(C(C(O7)C)O)OC8CC(C(C(O8)C)O)(C)O)C(=C4C(=C3C)O)O)O)O. Cell line: CCRF-CEM. Synergy scores: CSS=36.9, Synergy_ZIP=4.51, Synergy_Bliss=2.13, Synergy_Loewe=0.464, Synergy_HSA=1.98. (5) Drug 1: CCC1=C2CN3C(=CC4=C(C3=O)COC(=O)C4(CC)O)C2=NC5=C1C=C(C=C5)O. Drug 2: C1CNP(=O)(OC1)N(CCCl)CCCl. Cell line: SNB-19. Synergy scores: CSS=30.5, Synergy_ZIP=-1.65, Synergy_Bliss=-2.52, Synergy_Loewe=-40.5, Synergy_HSA=-3.63. (6) Drug 1: C#CCC(CC1=CN=C2C(=N1)C(=NC(=N2)N)N)C3=CC=C(C=C3)C(=O)NC(CCC(=O)O)C(=O)O. Drug 2: CCC1(C2=C(COC1=O)C(=O)N3CC4=CC5=C(C=CC(=C5CN(C)C)O)N=C4C3=C2)O.Cl. Cell line: KM12. Synergy scores: CSS=11.1, Synergy_ZIP=3.02, Synergy_Bliss=10.4, Synergy_Loewe=-2.88, Synergy_HSA=-2.52. (7) Drug 1: C1=CC(=C2C(=C1NCCNCCO)C(=O)C3=C(C=CC(=C3C2=O)O)O)NCCNCCO. Drug 2: CC1=CC=C(C=C1)C2=CC(=NN2C3=CC=C(C=C3)S(=O)(=O)N)C(F)(F)F. Cell line: NCIH23. Synergy scores: CSS=68.4, Synergy_ZIP=7.49, Synergy_Bliss=7.88, Synergy_Loewe=-13.7, Synergy_HSA=11.4. (8) Drug 1: C1=CC(=C2C(=C1NCCNCCO)C(=O)C3=C(C=CC(=C3C2=O)O)O)NCCNCCO. Drug 2: CN(C)N=NC1=C(NC=N1)C(=O)N. Cell line: TK-10. Synergy scores: CSS=30.0, Synergy_ZIP=0.992, Synergy_Bliss=-0.576, Synergy_Loewe=-31.8, Synergy_HSA=-1.20. (9) Drug 1: CC1=C(C=C(C=C1)NC2=NC=CC(=N2)N(C)C3=CC4=NN(C(=C4C=C3)C)C)S(=O)(=O)N.Cl. Drug 2: CN1C2=C(C=C(C=C2)N(CCCl)CCCl)N=C1CCCC(=O)O.Cl. Cell line: DU-145. Synergy scores: CSS=-2.73, Synergy_ZIP=2.39, Synergy_Bliss=2.22, Synergy_Loewe=-0.994, Synergy_HSA=-0.994. (10) Drug 1: CCCS(=O)(=O)NC1=C(C(=C(C=C1)F)C(=O)C2=CNC3=C2C=C(C=N3)C4=CC=C(C=C4)Cl)F. Drug 2: C1=CN(C(=O)N=C1N)C2C(C(C(O2)CO)O)O.Cl. Cell line: NCI-H522. Synergy scores: CSS=37.7, Synergy_ZIP=-2.28, Synergy_Bliss=2.81, Synergy_Loewe=-29.2, Synergy_HSA=2.74.